From a dataset of CYP1A2 inhibition data for predicting drug metabolism from PubChem BioAssay. Regression/Classification. Given a drug SMILES string, predict its absorption, distribution, metabolism, or excretion properties. Task type varies by dataset: regression for continuous measurements (e.g., permeability, clearance, half-life) or binary classification for categorical outcomes (e.g., BBB penetration, CYP inhibition). Dataset: cyp1a2_veith. The drug is Cc1ccc2c(c1)C(N1CCN(C)CC1)=Nc1cccnc1N2. The result is 0 (non-inhibitor).